Dataset: Catalyst prediction with 721,799 reactions and 888 catalyst types from USPTO. Task: Predict which catalyst facilitates the given reaction. (1) Reactant: C[O:2][C:3](=[O:41])[C:4]1[CH:9]=[CH:8][CH:7]=[C:6]([N:10]2[C:15]3[N:16]=[CH:17][C:18]([F:20])=[CH:19][C:14]=3[C:13](=[O:21])[N:12]([CH:22]3[CH2:27][CH2:26][CH:25]([NH:28][C:29]([C:31]4[N:32]=[C:33]5[CH:38]=[CH:37][CH:36]=[CH:35][N:34]5[CH:39]=4)=[O:30])[CH2:24][CH2:23]3)[C:11]2=[O:40])[CH:5]=1.[OH-].[Li+].C(O)(=O)C. Product: [F:20][C:18]1[CH:17]=[N:16][C:15]2[N:10]([C:6]3[CH:5]=[C:4]([CH:9]=[CH:8][CH:7]=3)[C:3]([OH:41])=[O:2])[C:11](=[O:40])[N:12]([C@H:22]3[CH2:27][CH2:26][C@@H:25]([NH:28][C:29]([C:31]4[N:32]=[C:33]5[CH:38]=[CH:37][CH:36]=[CH:35][N:34]5[CH:39]=4)=[O:30])[CH2:24][CH2:23]3)[C:13](=[O:21])[C:14]=2[CH:19]=1. The catalyst class is: 38. (2) Reactant: [CH2:1]([N:8]1[C:13](=[O:14])[C:12]2[C:15]([CH3:18])=[N:16][S:17][C:11]=2[N:10]=[C:9]1[CH:19](Br)[CH2:20][CH3:21])[C:2]1[CH:7]=[CH:6][CH:5]=[CH:4][CH:3]=1.[C:23]([NH:30][CH2:31][CH2:32][CH2:33][NH2:34])([O:25][C:26]([CH3:29])([CH3:28])[CH3:27])=[O:24]. Product: [C:26]([O:25][C:23](=[O:24])[NH:30][CH2:31][CH2:32][CH2:33][NH:34][CH:19]([C:9]1[N:8]([CH2:1][C:2]2[CH:7]=[CH:6][CH:5]=[CH:4][CH:3]=2)[C:13](=[O:14])[C:12]2[C:15]([CH3:18])=[N:16][S:17][C:11]=2[N:10]=1)[CH2:20][CH3:21])([CH3:29])([CH3:27])[CH3:28]. The catalyst class is: 14. (3) Reactant: [CH3:1][O:2][CH:3]1[C:11]2[C:6](=[C:7]([CH:12]=[C:13]3[CH2:21][C:20]4[C:15](=[CH:16][CH:17]=[C:18]([CH3:22])[CH:19]=4)[C:14]3=[O:23])[CH:8]=[CH:9][CH:10]=2)[CH2:5][CH:4]1[CH3:24].CO.[BH4-].[Na+]. Product: [CH3:1][O:2][CH:3]1[C:11]2[C:6](=[C:7]([CH2:12][CH:13]3[CH2:21][C:20]4[C:15](=[CH:16][CH:17]=[C:18]([CH3:22])[CH:19]=4)[CH:14]3[OH:23])[CH:8]=[CH:9][CH:10]=2)[CH2:5][CH:4]1[CH3:24]. The catalyst class is: 1. (4) Product: [CH2:55]([O:54][C:52](=[O:53])[C:51]1[CH:57]=[CH:58][CH:59]=[C:49]([N:46]2[C:28](=[O:29])[C@H:9]3[C@H:8]([C:4]4[CH:5]=[CH:6][CH:7]=[C:2]([Cl:1])[C:3]=4[F:45])[C@:12]([C:15]4[CH:20]=[CH:19][C:18]([Cl:21])=[CH:17][C:16]=4[F:22])([C:13]#[N:14])[C@H:11]([CH2:23][C:24]([CH3:27])([CH3:26])[CH3:25])[N:10]3[C:47]2=[O:48])[CH:50]=1)[CH3:56]. The catalyst class is: 2. Reactant: [Cl:1][C:2]1[C:3]([F:45])=[C:4]([C@@H:8]2[C@:12]([C:15]3[CH:20]=[CH:19][C:18]([Cl:21])=[CH:17][C:16]=3[F:22])([C:13]#[N:14])[C@H:11]([CH2:23][C:24]([CH3:27])([CH3:26])[CH3:25])[NH:10][C@H:9]2[C:28](NC2C=CC(C(O)=O)=CC=2OC(F)(F)F)=[O:29])[CH:5]=[CH:6][CH:7]=1.[N:46]([C:49]1[CH:50]=[C:51]([CH:57]=[CH:58][CH:59]=1)[C:52]([O:54][CH2:55][CH3:56])=[O:53])=[C:47]=[O:48].